From a dataset of Reaction yield outcomes from USPTO patents with 853,638 reactions. Predict the reaction yield, written as a fraction of the theoretical maximum amount of product (1.0 means a 100% yield; for example, 0.34 means a 34% yield). (1) The reactants are [H-].[Na+].[C:3]([C:5]1[CH:6]=[C:7]([CH:12]=[CH:13][C:14]=1[OH:15])[C:8]([O:10][CH3:11])=[O:9])#[N:4].BrCCO[Si]([C:23](C)([CH3:25])[CH3:24])(C)C. The catalyst is CN(C=O)C.CCOC(C)=O. The product is [C:3]([C:5]1[CH:6]=[C:7]([CH:12]=[CH:13][C:14]=1[O:15][CH:23]([CH3:25])[CH3:24])[C:8]([O:10][CH3:11])=[O:9])#[N:4]. The yield is 0.410. (2) The reactants are [CH3:1][C:2]1[CH:7]=[CH:6][C:5]([C:8](=[O:10])[CH3:9])=[CH:4][CH:3]=1.C[O-].[Na+].[F:14][C:15]([F:22])([F:21])[C:16](OCC)=[O:17]. The catalyst is CO. The product is [CH3:1][C:2]1[CH:7]=[CH:6][C:5]([C:8](=[O:10])[CH2:9][C:16](=[O:17])[C:15]([F:22])([F:21])[F:14])=[CH:4][CH:3]=1. The yield is 0.940. (3) The catalyst is O. The reactants are [N:1]1[C:10]2[C:5](=[CH:6][C:7]([CH2:11][N:12]3[C:16]4=[N:17][C:18]([C:21]5[CH:29]=[CH:28][C:24]([C:25](O)=[O:26])=[CH:23][CH:22]=5)=[CH:19][CH:20]=[C:15]4[N:14]=[N:13]3)=[CH:8][CH:9]=2)[CH:4]=[CH:3][CH:2]=1.CN(C=O)C.CCN=C=NCCCN(C)C.Cl.C(N(CC)CC)C.[NH2:54][CH:55]1[CH2:60][CH2:59][O:58][CH2:57][CH2:56]1. The product is [N:1]1[C:10]2[C:5](=[CH:6][C:7]([CH2:11][N:12]3[C:16]4=[N:17][C:18]([C:21]5[CH:22]=[CH:23][C:24]([C:25]([NH:54][CH:55]6[CH2:60][CH2:59][O:58][CH2:57][CH2:56]6)=[O:26])=[CH:28][CH:29]=5)=[CH:19][CH:20]=[C:15]4[N:14]=[N:13]3)=[CH:8][CH:9]=2)[CH:4]=[CH:3][CH:2]=1. The yield is 0.200. (4) The reactants are [N:1]1[CH:6]=[CH:5][C:4]([C:7]2[S:22][C:10]3[N:11]=[CH:12][N:13]=[C:14]([C:15]4[CH:16]=[C:17]([NH2:21])[CH:18]=[CH:19][CH:20]=4)[C:9]=3[CH:8]=2)=[CH:3][CH:2]=1.[F:23][C:24]([F:36])([F:35])[C:25]1[CH:26]=[C:27]([N:32]=[C:33]=[O:34])[CH:28]=[CH:29][C:30]=1[F:31]. No catalyst specified. The product is [F:31][C:30]1[CH:29]=[CH:28][C:27]([NH:32][C:33]([NH:21][C:17]2[CH:18]=[CH:19][CH:20]=[C:15]([C:14]3[C:9]4[CH:8]=[C:7]([C:4]5[CH:5]=[CH:6][N:1]=[CH:2][CH:3]=5)[S:22][C:10]=4[N:11]=[CH:12][N:13]=3)[CH:16]=2)=[O:34])=[CH:26][C:25]=1[C:24]([F:23])([F:35])[F:36]. The yield is 0.760. (5) The reactants are [CH3:1][C:2]([CH3:17])([CH3:16])[C:3]#[C:4][C:5]1[CH:10]=[C:9]([N+:11]([O-:13])=[O:12])[CH:8]=[C:7]([F:14])[C:6]=1[NH2:15].N1C=CC=CC=1.[C:24](Cl)(=[O:28])[CH2:25][CH2:26][CH3:27]. The product is [CH3:1][C:2]([CH3:17])([CH3:16])[C:3]#[C:4][C:5]1[CH:10]=[C:9]([N+:11]([O-:13])=[O:12])[CH:8]=[C:7]([F:14])[C:6]=1[NH:15][C:24](=[O:28])[CH2:25][CH2:26][CH3:27]. The catalyst is C(Cl)Cl. The yield is 0.620. (6) The reactants are [Cl-].[Al+3].[Cl-].[Cl-].[Cl:5][CH2:6][C:7](Cl)=[O:8].[Cl:10][C:11]1[CH:22]=[CH:21][C:14]2[N:15]([CH3:20])[C:16](=[O:19])[N:17]([CH3:18])[C:13]=2[CH:12]=1. The catalyst is ClCCCl. The product is [Cl:10][C:11]1[C:22]([C:7](=[O:8])[CH2:6][Cl:5])=[CH:21][C:14]2[N:15]([CH3:20])[C:16](=[O:19])[N:17]([CH3:18])[C:13]=2[CH:12]=1. The yield is 0.800.